Dataset: Catalyst prediction with 721,799 reactions and 888 catalyst types from USPTO. Task: Predict which catalyst facilitates the given reaction. (1) Reactant: [NH2:1][C:2]1[CH:7]=[CH:6][N:5]=[CH:4][CH:3]=1.[N+:8]([C:11]1[CH:12]=[C:13]([CH:17]=[CH:18][N:19]=1)[C:14](O)=[O:15])([O-:10])=[O:9].CCN=C=NCCCN(C)C.Cl.C(N(CC)C(C)C)(C)C.CN(C1C=CC=CN=1)C. Product: [N+:8]([C:11]1[CH:12]=[C:13]([CH:17]=[CH:18][N:19]=1)[C:14]([NH:1][C:2]1[CH:7]=[CH:6][N:5]=[CH:4][CH:3]=1)=[O:15])([O-:10])=[O:9]. The catalyst class is: 4. (2) The catalyst class is: 13. Reactant: [CH3:1][CH:2]([NH:6][C:7]1[S:8][C:9]([C:16]2[CH:21]=[CH:20][CH:19]=[CH:18][CH:17]=2)=[CH:10][C:11]=1[C:12]([O:14][CH3:15])=[O:13])[CH2:3][S:4][CH3:5].[CH3:22][C@H:23]1[CH2:28][CH2:27][C@H:26]([C:29](Cl)=[O:30])[CH2:25][CH2:24]1. Product: [CH3:22][C@H:23]1[CH2:28][CH2:27][C@H:26]([C:29]([N:6]([CH:2]([CH3:1])[CH2:3][S:4][CH3:5])[C:7]2[S:8][C:9]([C:16]3[CH:21]=[CH:20][CH:19]=[CH:18][CH:17]=3)=[CH:10][C:11]=2[C:12]([O:14][CH3:15])=[O:13])=[O:30])[CH2:25][CH2:24]1. (3) Product: [CH:37]1([C:17]([N:14]2[CH2:15][CH2:16][CH:12]([CH2:11][NH:10][C:9]3[CH:8]=[CH:7][N:6]=[CH:5][C:4]=3[N+:1]([O-:3])=[O:2])[CH2:13]2)=[O:19])[CH2:39][CH2:38]1. Reactant: [N+:1]([C:4]1[CH:5]=[N:6][CH:7]=[CH:8][C:9]=1[NH:10][CH2:11][CH:12]1[CH2:16][CH2:15][N:14]([C:17]([O:19]C(C)(C)C)=O)[CH2:13]1)([O-:3])=[O:2].FC(F)(F)C(O)=O.C(N([CH:37]([CH3:39])[CH3:38])CC)(C)C.C1(C(Cl)=O)CC1. The catalyst class is: 98. (4) Reactant: C(OC([N:8]1[CH2:11][CH:10]([NH:12][C:13]([O:15][CH2:16][C:17]2[CH:22]=[CH:21][C:20]([N+:23]([O-:25])=[O:24])=[CH:19][CH:18]=2)=[O:14])[CH2:9]1)=O)(C)(C)C.[ClH:26]. Product: [ClH:26].[N+:23]([C:20]1[CH:21]=[CH:22][C:17]([CH2:16][O:15][C:13]([NH:12][CH:10]2[CH2:9][NH:8][CH2:11]2)=[O:14])=[CH:18][CH:19]=1)([O-:25])=[O:24]. The catalyst class is: 12. (5) Reactant: [F:1][C:2]1[CH:7]=[CH:6][C:5]([S:8]([NH:11][C:12]2[CH:13]=[CH:14][C:15]3[CH2:19][O:18][B:17]([OH:20])[C:16]=3[CH:21]=2)(=[O:10])=[O:9])=[CH:4][C:3]=1[O:22]C.B(Br)(Br)Br. Product: [F:1][C:2]1[CH:7]=[CH:6][C:5]([S:8]([NH:11][C:12]2[CH:13]=[CH:14][C:15]3[CH2:19][O:18][B:17]([OH:20])[C:16]=3[CH:21]=2)(=[O:10])=[O:9])=[CH:4][C:3]=1[OH:22]. The catalyst class is: 2. (6) Reactant: C(N(CC)CC)C.[OH:8][C:9]1[CH:14]=[CH:13][C:12]([S:15](Cl)(=[O:17])=[O:16])=[CH:11][CH:10]=1.Cl.Cl.[NH2:21][CH2:22][CH:23]([N:28]1[CH2:33][CH2:32][N:31]([C:34]([O:36][CH2:37][C:38]2[CH:43]=[CH:42][CH:41]=[CH:40][CH:39]=2)=[O:35])[CH2:30][CH2:29]1)[C:24]([O:26][CH3:27])=[O:25].O. Product: [OH:8][C:9]1[CH:14]=[CH:13][C:12]([S:15]([NH:21][CH2:22][CH:23]([N:28]2[CH2:29][CH2:30][N:31]([C:34]([O:36][CH2:37][C:38]3[CH:43]=[CH:42][CH:41]=[CH:40][CH:39]=3)=[O:35])[CH2:32][CH2:33]2)[C:24]([O:26][CH3:27])=[O:25])(=[O:17])=[O:16])=[CH:11][CH:10]=1. The catalyst class is: 4. (7) The catalyst class is: 2. Reactant: C([O:8][CH2:9][CH:10]1[CH2:15][N:14]([S:16]([C:19]2[S:20][CH:21]=[CH:22][CH:23]=2)(=[O:18])=[O:17])[CH2:13][CH2:12][N:11]1[C:24]1[CH:29]=[CH:28][C:27]([C:30]([OH:36])([CH3:35])[C:31]([F:34])([F:33])[F:32])=[CH:26][CH:25]=1)C1C=CC=CC=1.C(N(CC)CC)C.[CH3:44][S:45](Cl)(=[O:47])=[O:46]. Product: [CH3:44][S:45]([O:8][CH2:9][CH:10]1[CH2:15][N:14]([S:16]([C:19]2[S:20][CH:21]=[CH:22][CH:23]=2)(=[O:17])=[O:18])[CH2:13][CH2:12][N:11]1[C:24]1[CH:25]=[CH:26][C:27]([C:30]([OH:36])([CH3:35])[C:31]([F:34])([F:32])[F:33])=[CH:28][CH:29]=1)(=[O:47])=[O:46]. (8) Reactant: [O:1]=[C:2]1[C:10]2([C:22]3[C:13](=[CH:14][C:15]4[O:20][CH2:19][CH2:18][O:17][C:16]=4[CH:21]=3)[O:12][CH2:11]2)[C:9]2[C:4](=[CH:5][CH:6]=[C:7]([C:23]#[N:24])[CH:8]=2)[N:3]1[CH2:25][C:26]1[CH:31]=[CH:30][CH:29]=[CH:28][N:27]=1.C(=O)([O-])[O-:33].[Na+].[Na+].OO. Product: [O:1]=[C:2]1[C:10]2([C:22]3[C:13](=[CH:14][C:15]4[O:20][CH2:19][CH2:18][O:17][C:16]=4[CH:21]=3)[O:12][CH2:11]2)[C:9]2[C:4](=[CH:5][CH:6]=[C:7]([C:23]([NH2:24])=[O:33])[CH:8]=2)[N:3]1[CH2:25][C:26]1[CH:31]=[CH:30][CH:29]=[CH:28][N:27]=1. The catalyst class is: 8.